From a dataset of Peptide-MHC class I binding affinity with 185,985 pairs from IEDB/IMGT. Regression. Given a peptide amino acid sequence and an MHC pseudo amino acid sequence, predict their binding affinity value. This is MHC class I binding data. (1) The peptide sequence is MRNTIMASK. The MHC is HLA-B27:05 with pseudo-sequence HLA-B27:05. The binding affinity (normalized) is 0.540. (2) The peptide sequence is YCNYSKFWY. The MHC is HLA-A24:02 with pseudo-sequence HLA-A24:02. The binding affinity (normalized) is 0.0697. (3) The peptide sequence is FLPWHRLFLL. The MHC is HLA-A02:01 with pseudo-sequence HLA-A02:01. The binding affinity (normalized) is 0.508.